Dataset: Full USPTO retrosynthesis dataset with 1.9M reactions from patents (1976-2016). Task: Predict the reactants needed to synthesize the given product. (1) Given the product [N+:30]([C:18]1[CH:19]=[C:20]([S:23]([C:26]([F:29])([F:28])[F:27])(=[O:25])=[O:24])[CH:21]=[CH:22][C:17]=1[O:13][CH:10]([CH2:11][O:36][C:33]1[CH:22]=[CH:21][C:20]([S:23]([C:26]([F:29])([F:27])[F:28])(=[O:24])=[O:25])=[CH:19][C:18]=1[N+:30]([O-:32])=[O:31])[CH2:9][NH:8][C:7]1[CH:14]=[CH:15][C:4]([N+:1]([O-:3])=[O:2])=[CH:5][CH:6]=1)([O-:32])=[O:31], predict the reactants needed to synthesize it. The reactants are: [N+:1]([C:4]1[CH:15]=[CH:14][C:7]([NH:8][CH2:9][CH:10]([OH:13])[CH2:11]O)=[CH:6][CH:5]=1)([O-:3])=[O:2].Cl[C:17]1[CH:22]=[CH:21][C:20]([S:23]([C:26]([F:29])([F:28])[F:27])(=[O:25])=[O:24])=[CH:19][C:18]=1[N+:30]([O-:32])=[O:31].[C:33](=[O:36])([O-])[O-].[K+].[K+]. (2) Given the product [OH2:3].[F:16][C:5]([F:15])([O:6][C:7]1[CH:12]=[CH:11][C:10]([S:13][CH3:14])=[CH:9][CH:8]=1)[CH:4]=[O:3], predict the reactants needed to synthesize it. The reactants are: C([O:3][C:4](=O)[C:5]([F:16])([F:15])[O:6][C:7]1[CH:12]=[CH:11][C:10]([S:13][CH3:14])=[CH:9][CH:8]=1)C.CC(C[AlH]CC(C)C)C.CO.O. (3) Given the product [F:34][C:4]1[CH:3]=[C:2]([S:41][C:35]2[CH:40]=[CH:39][CH:38]=[CH:37][CH:36]=2)[CH:7]=[CH:6][C:5]=1[C:8]1[CH:13]=[CH:12][C:11]([CH2:14][CH2:15][C:16]2([CH2:22][O:23][P:24]([C:30]([CH3:33])([CH3:32])[CH3:31])([C:26]([CH3:29])([CH3:28])[CH3:27])=[O:25])[CH2:20][O:19][C:18]([CH3:21])=[N:17]2)=[CH:10][CH:9]=1, predict the reactants needed to synthesize it. The reactants are: Br[C:2]1[CH:7]=[CH:6][C:5]([C:8]2[CH:13]=[CH:12][C:11]([CH2:14][CH2:15][C:16]3([CH2:22][O:23][P:24]([C:30]([CH3:33])([CH3:32])[CH3:31])([C:26]([CH3:29])([CH3:28])[CH3:27])=[O:25])[CH2:20][O:19][C:18]([CH3:21])=[N:17]3)=[CH:10][CH:9]=2)=[C:4]([F:34])[CH:3]=1.[C:35]1([SH:41])[CH:40]=[CH:39][CH:38]=[CH:37][CH:36]=1.C(N(C(C)C)CC)(C)C.C1(P(C2C=CC=CC=2)C2C3OC4C(=CC=CC=4P(C4C=CC=CC=4)C4C=CC=CC=4)C(C)(C)C=3C=CC=2)C=CC=CC=1. (4) Given the product [NH2:45][C:39]1[N:40]=[C:41]([NH:44][C:15]([C:14]2[C:10]([CH2:9][O:8][CH3:7])=[N:11][O:12][CH:13]=2)=[O:17])[CH:42]=[N:43][C:38]=1[C:33]1[CH:34]=[CH:35][CH:36]=[CH:37][C:32]=1[O:31][C:30]([F:47])([F:46])[F:29], predict the reactants needed to synthesize it. The reactants are: C(Cl)(=O)C(Cl)=O.[CH3:7][O:8][CH2:9][C:10]1[C:14]([C:15]([OH:17])=O)=[CH:13][O:12][N:11]=1.COCC1C=C(C(O)=O)ON=1.[F:29][C:30]([F:47])([F:46])[O:31][C:32]1[CH:37]=[CH:36][CH:35]=[CH:34][C:33]=1[C:38]1[C:39]([NH2:45])=[N:40][C:41]([NH2:44])=[CH:42][N:43]=1.N1C(C)=CC=CC=1C.